This data is from Catalyst prediction with 721,799 reactions and 888 catalyst types from USPTO. The task is: Predict which catalyst facilitates the given reaction. Reactant: [C:1](/[C:3](=[C:7](/[NH:9][CH2:10][CH:11]([CH3:13])[CH3:12])\[CH3:8])/[C:4](=[S:6])[NH2:5])#[N:2].[CH3:14]OC(OC)N(C)C.[OH-].[Na+]. Product: [CH2:10]([NH:9][C:7]1[CH:8]=[CH:14][NH:5][C:4](=[S:6])[C:3]=1[C:1]#[N:2])[CH:11]([CH3:13])[CH3:12]. The catalyst class is: 11.